From a dataset of Full USPTO retrosynthesis dataset with 1.9M reactions from patents (1976-2016). Predict the reactants needed to synthesize the given product. (1) Given the product [Cl:8][C:9]1[CH:14]=[CH:13][C:12]([CH2:15][CH2:16][NH2:17])=[CH:11][C:10]=1[F:20], predict the reactants needed to synthesize it. The reactants are: [BH4-].[Li+].C[Si](C)(C)Cl.[Cl:8][C:9]1[CH:14]=[CH:13][C:12]([CH:15]=[CH:16][N+:17]([O-])=O)=[CH:11][C:10]=1[F:20].CO. (2) Given the product [CH2:1]([C:9]1[CH:10]=[C:11]([CH:15]=[CH:16][CH:17]=1)[C:12]([NH:21][CH2:18][CH2:19][CH3:20])=[O:14])[CH2:2][C:3]1[CH:4]=[CH:5][CH:6]=[CH:7][CH:8]=1, predict the reactants needed to synthesize it. The reactants are: [CH2:1]([C:9]1[CH:10]=[C:11]([CH:15]=[CH:16][CH:17]=1)[C:12]([OH:14])=O)[CH2:2][C:3]1[CH:8]=[CH:7][CH:6]=[CH:5][CH:4]=1.[CH2:18]([NH2:21])[CH2:19][CH3:20]. (3) Given the product [Br:1][C:2]1[CH:17]=[CH:16][C:5]([C:6]2[N:8]([C:9]3[CH:14]=[CH:13][C:12]([Cl:15])=[CH:11][CH:10]=3)[C:21](=[O:20])[C:23]3[C:24]([S:35][CH3:36])=[N:25][N:26]([C:29]4[CH:30]=[CH:31][CH:32]=[CH:33][CH:34]=4)[C:27]=3[N:28]=2)=[CH:4][CH:3]=1, predict the reactants needed to synthesize it. The reactants are: [Br:1][C:2]1[CH:17]=[CH:16][C:5]([C:6]([NH:8][C:9]2[CH:14]=[CH:13][C:12]([Cl:15])=[CH:11][CH:10]=2)=O)=[CH:4][CH:3]=1.C([O:20][C:21]([C:23]1[C:24]([S:35][CH3:36])=[N:25][N:26]([C:29]2[CH:34]=[CH:33][CH:32]=[CH:31][CH:30]=2)[C:27]=1[NH2:28])=O)C.O. (4) Given the product [NH2:9][C:8]1[CH:7]=[CH:6][C:5]([CH:12]2[CH2:13][CH2:14][N:15]([C:18]([O:20][C:21]([CH3:22])([CH3:23])[CH3:24])=[O:19])[CH2:16][CH2:17]2)=[CH:4][C:3]=1[O:2][CH3:1], predict the reactants needed to synthesize it. The reactants are: [CH3:1][O:2][C:3]1[CH:4]=[C:5]([C:12]2[CH2:13][CH2:14][N:15]([C:18]([O:20][C:21]([CH3:24])([CH3:23])[CH3:22])=[O:19])[CH2:16][CH:17]=2)[CH:6]=[CH:7][C:8]=1[N+:9]([O-])=O. (5) Given the product [CH3:16][C:6]1[C:7]([C:8]2[S:12][C:11]([C:13]([O:15][CH3:18])=[O:14])=[CH:10][CH:9]=2)=[CH:2][N:3]=[N:4][CH:5]=1, predict the reactants needed to synthesize it. The reactants are: Cl[C:2]1[N:3]=[N:4][C:5](Cl)=[C:6]([CH3:16])[C:7]=1[C:8]1[S:12][C:11]([C:13]([OH:15])=[O:14])=[CH:10][CH:9]=1.[CH3:18]CN(CC)CC.CCOC(C)=O.CCCCCCC. (6) Given the product [N:36]1[C:35]2[CH:39]=[CH:40][N:41]=[CH:42][C:34]=2[C:33]([NH2:3])=[N:38][CH:37]=1, predict the reactants needed to synthesize it. The reactants are: CC[N:3](CCCC(NC1C=C(/C=C/C2C=CC=CC=2Cl)N=C2C=C(Cl)C=CC=12)C)CC.Cl[C:33]1[C:34]2[CH2:42][N:41](C3C=CC=CN=3)[CH2:40][CH2:39][C:35]=2[N:36]=[CH:37][N:38]=1. (7) Given the product [Br:1][C:2]1[C:3]([C:15]2([OH:18])[CH2:16][CH2:17][C:12]3([O:11][CH2:10][CH2:9][O:8]3)[CH2:13][CH2:14]2)=[N:4][N:5]([CH3:7])[CH:6]=1, predict the reactants needed to synthesize it. The reactants are: [Br:1][C:2]1[CH:3]=[N:4][N:5]([CH3:7])[CH:6]=1.[O:8]1[C:12]2([CH2:17][CH2:16][C:15](=[O:18])[CH2:14][CH2:13]2)[O:11][CH2:10][CH2:9]1. (8) Given the product [CH2:14]([N:11]1[C:9]2[N:10]=[C:5]([C:1]([CH3:4])([CH3:3])[CH3:2])[N:6]=[C:7]([N:22]3[CH2:27][CH2:26][C@@H:24]([OH:25])[CH2:23]3)[C:8]=2[N:13]=[N:12]1)[C:15]1[CH:16]=[CH:17][CH:18]=[CH:19][CH:20]=1, predict the reactants needed to synthesize it. The reactants are: [C:1]([C:5]1[N:6]=[C:7]([N:22]2[CH2:27][CH2:26][O:25][CH2:24][CH2:23]2)[C:8]2[N:13]=[N:12][N:11]([CH2:14][C:15]3[CH:20]=[CH:19][CH:18]=[CH:17][C:16]=3Cl)[C:9]=2[N:10]=1)([CH3:4])([CH3:3])[CH3:2].C(N1C2N=C(C(C)(C)C)N=C(Cl)C=2N=N1)C1C=CC=CC=1.N1CC[C@@H](O)C1.C(N1C2N=C(C(C)(C)C)N=C(N3CC[C@@H](O)C3)C=2N=N1)C1C=CC=CC=1.C(C1N=C(N2CC[C@@H](O)C2)C2N=NN(CC3N(C)N=NN=3)C=2N=1)(C)(C)C.C(C1N=C(N2CC[C@@H](O)C2)C2N=NNC=2N=1)(C)(C)C.C(C1N=C(N2CCC(F)(F)C2)C2N=NN(CC)C=2N=1)(C)(C)C.ClCC1N(C)N=NN=1. (9) Given the product [C:32]([O:31][C:29]([N:18]1[CH2:17][CH2:16][N:15]([C:6]2[NH:7][C:8]3[C:13](=[O:14])[NH:12][CH:11]=[N:10][C:9]=3[CH:5]=2)[CH2:20][CH2:19]1)=[O:30])([CH3:35])([CH3:34])[CH3:33], predict the reactants needed to synthesize it. The reactants are: COC([C:5]1[C:9]2[N:10]=[CH:11][NH:12][C:13](=[O:14])[C:8]=2[NH:7][C:6]=1[N:15]1[CH2:20][CH2:19][NH:18][CH2:17][CH2:16]1)=O.[OH-].[K+].O1CCOCC1.[C:29](O[C:29]([O:31][C:32]([CH3:35])([CH3:34])[CH3:33])=[O:30])([O:31][C:32]([CH3:35])([CH3:34])[CH3:33])=[O:30].